This data is from Full USPTO retrosynthesis dataset with 1.9M reactions from patents (1976-2016). The task is: Predict the reactants needed to synthesize the given product. (1) The reactants are: F[C:2]1[CH:7]=[CH:6][CH:5]=[CH:4][C:3]=1[N+:8]([O-])=O.[CH3:11][CH:12]1[CH2:17][CH2:16][NH:15][CH2:14][CH2:13]1.C1CN([P+](Br)(N2CCCC2)N2CCCC2)CC1.F[P-](F)(F)(F)(F)F.[K+].[C:43]([C:45]1[N:46]=[C:47]([C:58]([O-])=[O:59])[N:48]([CH2:50][O:51][CH2:52][CH2:53][Si:54]([CH3:57])([CH3:56])[CH3:55])[CH:49]=1)#[N:44].CCN(C(C)C)C(C)C. Given the product [CH3:11][CH:12]1[CH2:17][CH2:16][N:15]([C:2]2[CH:7]=[CH:6][CH:5]=[CH:4][C:3]=2[NH:8][C:58]([C:47]2[N:48]([CH2:50][O:51][CH2:52][CH2:53][Si:54]([CH3:57])([CH3:56])[CH3:55])[CH:49]=[C:45]([C:43]#[N:44])[N:46]=2)=[O:59])[CH2:14][CH2:13]1, predict the reactants needed to synthesize it. (2) Given the product [CH3:1][C:2]1[C:22]([CH3:23])=[C:21]([O:24][CH2:25][C@@H:26]2[CH2:31][N:30]([CH3:32])[C:29]3[CH:33]=[CH:34][CH:35]=[CH:36][C:28]=3[O:27]2)[CH:20]=[CH:19][C:3]=1[C:4]([NH:6][C:7]1[CH:8]=[C:9]([CH2:14][C:15]([OH:17])=[O:16])[CH:10]=[CH:11][C:12]=1[F:13])=[O:5], predict the reactants needed to synthesize it. The reactants are: [CH3:1][C:2]1[C:22]([CH3:23])=[C:21]([O:24][CH2:25][C@@H:26]2[CH2:31][N:30]([CH3:32])[C:29]3[CH:33]=[CH:34][CH:35]=[CH:36][C:28]=3[O:27]2)[CH:20]=[CH:19][C:3]=1[C:4]([NH:6][C:7]1[CH:8]=[C:9]([CH2:14][C:15]([O:17]C)=[O:16])[CH:10]=[CH:11][C:12]=1[F:13])=[O:5].COCCOC.[OH-].[Na+].C(COC)(C)(C)C. (3) The reactants are: [O:1]1[CH2:5][CH2:4][CH:3]([CH2:6][C:7]2[N:12]=[CH:11][C:10]([CH2:13]O)=[CH:9][CH:8]=2)[CH2:2]1.S(Cl)([Cl:17])=O. Given the product [Cl:17][CH2:13][C:10]1[CH:9]=[CH:8][C:7]([CH2:6][CH:3]2[CH2:4][CH2:5][O:1][CH2:2]2)=[N:12][CH:11]=1, predict the reactants needed to synthesize it. (4) Given the product [CH:34]1([C:2]2[CH:7]=[CH:6][N:5]=[C:4]([NH2:8])[CH:3]=2)[CH2:35][CH2:30]1, predict the reactants needed to synthesize it. The reactants are: Br[C:2]1[CH:7]=[CH:6][N:5]=[C:4]([NH2:8])[CH:3]=1.[O-]P([O-])([O-])=O.[K+].[K+].[K+].P([CH:30]1[CH2:35][CH2:34]CCC1)(C1CCCCC1)C1CCCCC1.O.